This data is from Peptide-MHC class II binding affinity with 134,281 pairs from IEDB. The task is: Regression. Given a peptide amino acid sequence and an MHC pseudo amino acid sequence, predict their binding affinity value. This is MHC class II binding data. The peptide sequence is TKKGNVWEVKSSKPLVGPFN. The MHC is HLA-DPA10201-DPB11401 with pseudo-sequence HLA-DPA10201-DPB11401. The binding affinity (normalized) is 0.421.